Dataset: M1 muscarinic receptor antagonist screen with 61,756 compounds. Task: Binary Classification. Given a drug SMILES string, predict its activity (active/inactive) in a high-throughput screening assay against a specified biological target. (1) The drug is O=C1N(C(\C(C1=O)=C(\O)c1cc(OC)c(OC)cc1)c1ncccc1)CCN(C)C. The result is 0 (inactive). (2) The compound is Clc1cc2c(c(N3CCN(CC3)C(OCC)=O)c(=O)[nH]c2cc1)c1ccccc1. The result is 0 (inactive). (3) The drug is O=C(N1CCN(CC1)CC)Nc1ccc(OCC)cc1. The result is 0 (inactive).